From a dataset of Catalyst prediction with 721,799 reactions and 888 catalyst types from USPTO. Predict which catalyst facilitates the given reaction. (1) Reactant: [CH3:1][CH:2]([S:4]([NH:7][CH:8]1[CH2:13][CH2:12][CH2:11][CH2:10][C:9]1=[O:14])(=[O:6])=[O:5])[CH3:3].[CH3:15][O:16][C:17]1[CH:22]=[CH:21][C:20]([Mg]Br)=[CH:19][CH:18]=1.[Cl-].[NH4+]. Product: [OH:14][C:9]1([C:20]2[CH:21]=[CH:22][C:17]([O:16][CH3:15])=[CH:18][CH:19]=2)[CH2:10][CH2:11][CH2:12][CH2:13][CH:8]1[NH:7][S:4]([CH:2]([CH3:1])[CH3:3])(=[O:6])=[O:5]. The catalyst class is: 20. (2) Reactant: [OH:1]O.C1([Se][CH:10](/[C:15](/[C:33]([O:35][CH3:36])=[O:34])=[C:16](/[C:29]([O:31][CH3:32])=[O:30])\[CH2:17][CH2:18][CH2:19][CH2:20][CH2:21][CH2:22][CH2:23][CH2:24][CH2:25][CH2:26][CH2:27][CH3:28])[C:11]([O:13][CH3:14])=[O:12])C=CC=CC=1.N1C=CC=CC=1. Product: [OH:1][C:16]([C:29]([O:31][CH3:32])=[O:30])([CH2:17][CH2:18][CH2:19][CH2:20][CH2:21][CH2:22][CH2:23][CH2:24][CH2:25][CH2:26][CH2:27][CH3:28])/[C:15](/[C:33]([O:35][CH3:36])=[O:34])=[CH:10]/[C:11]([O:13][CH3:14])=[O:12]. The catalyst class is: 2. (3) Reactant: [Br:1][C:2]1[CH:3]=[C:4]2[C:12](=[C:13]([C:15](=[O:17])[NH2:16])[CH:14]=1)[NH:11][C:10]1[CH:9]=C(C(OCC)=O)[CH:7]=[CH:6][C:5]2=1.[CH3:23][Mg]Br.[CH3:26][C:27]([CH3:29])=[O:28]. Product: [Br:1][C:2]1[CH:14]=[C:13]([C:15]([NH2:16])=[O:17])[C:12]2[NH:11][C:10]3[C:5]([C:4]=2[CH:3]=1)=[CH:6][CH:7]=[C:26]([C:27]([OH:28])([CH3:23])[CH3:29])[CH:9]=3. The catalyst class is: 1. (4) Reactant: C(OC(=O)[NH:7][C:8]1[CH:13]=[CH:12][C:11]([CH2:14][CH2:15][C:16]2[CH:21]=[CH:20][CH:19]=[CH:18][CH:17]=2)=[CH:10][CH:9]=1)(C)(C)C.C(O)(C(F)(F)F)=O. Product: [CH2:14]([C:11]1[CH:10]=[CH:9][C:8]([NH2:7])=[CH:13][CH:12]=1)[CH2:15][C:16]1[CH:17]=[CH:18][CH:19]=[CH:20][CH:21]=1. The catalyst class is: 2. (5) Reactant: Cl[CH2:2][C:3]1[N:4]=[C:5]([N:8]2[CH2:13][CH2:12][CH2:11][CH2:10][CH2:9]2)[S:6][CH:7]=1.C(=O)([O-])[O-].[K+].[K+].[O:20]=[CH:21][C:22]1[CH:30]=[CH:29][C:27]([OH:28])=[C:24]([O:25][CH3:26])[CH:23]=1.CN(C)C=O. Product: [CH3:26][O:25][C:24]1[CH:23]=[C:22]([CH:30]=[CH:29][C:27]=1[O:28][CH2:2][C:3]1[N:4]=[C:5]([N:8]2[CH2:13][CH2:12][CH2:11][CH2:10][CH2:9]2)[S:6][CH:7]=1)[CH:21]=[O:20]. The catalyst class is: 6. (6) Reactant: Cl.[CH3:2][O:3][C:4](=[O:30])[C@@H:5]([NH:8][C:9]([C:11]1[C:12]([CH3:29])=[N:13][C:14]([NH:18][CH2:19][CH2:20][CH2:21][C:22]2[CH:27]=[CH:26][CH:25]=[C:24]([OH:28])[CH:23]=2)=[N:15][C:16]=1[CH3:17])=[O:10])[CH2:6][NH2:7].[CH3:31][C:32]1[S:36][C:35]([C:37](O)=[O:38])=[CH:34][CH:33]=1.C(N(CC)CC)C.CN(C(ON1N=NC2C=CC=CC1=2)=[N+](C)C)C.F[P-](F)(F)(F)(F)F.C1C=CC2N(O)N=NC=2C=1. Product: [CH3:2][O:3][C:4](=[O:30])[C@@H:5]([NH:8][C:9]([C:11]1[C:12]([CH3:29])=[N:13][C:14]([NH:18][CH2:19][CH2:20][CH2:21][C:22]2[CH:27]=[CH:26][CH:25]=[C:24]([OH:28])[CH:23]=2)=[N:15][C:16]=1[CH3:17])=[O:10])[CH2:6][NH:7][C:37]([C:35]1[S:36][C:32]([CH3:31])=[CH:33][CH:34]=1)=[O:38]. The catalyst class is: 163. (7) Reactant: [CH:1]([NH:4][CH:5]1[CH2:10][CH2:9][N:8]([C:11]([O:13][C:14]([CH3:17])([CH3:16])[CH3:15])=[O:12])[CH2:7][CH2:6]1)([CH3:3])[CH3:2].CCN(CC)CC.[C:25](Cl)(=[O:27])[CH3:26]. Product: [CH:1]([N:4]([CH:5]1[CH2:6][CH2:7][N:8]([C:11]([O:13][C:14]([CH3:15])([CH3:17])[CH3:16])=[O:12])[CH2:9][CH2:10]1)[C:25](=[O:27])[CH3:26])([CH3:3])[CH3:2]. The catalyst class is: 2. (8) Reactant: C(OC(=O)[NH:7][C@@H:8]([CH2:35][C:36]1[S:37][CH:38]=[CH:39][CH:40]=1)[C:9]([N:11]1[CH2:16][CH2:15][C:14]([CH2:26][C:27]2C=[CH:31][CH:30]=[CH:29][C:28]=2C#N)([C:17](=[O:25])[NH:18][CH:19]2[CH2:24][CH2:23][CH2:22][CH2:21][CH2:20]2)[CH2:13][CH2:12]1)=[O:10])(C)(C)C.[CH3:42][OH:43].[OH-:44].[Na+]. Product: [NH2:7][C@@H:8]([CH2:35][C:36]1[S:37][CH:38]=[CH:39][CH:40]=1)[C:9]([N:11]1[CH2:12][CH2:13][C:14]([C:26]2[CH:27]=[CH:28][CH:29]=[CH:30][CH:31]=2)([C:17]([NH:18][C@H:19]2[CH2:20][CH2:21][C@H:22]([C:42]([OH:44])=[O:43])[CH2:23][CH2:24]2)=[O:25])[CH2:15][CH2:16]1)=[O:10]. The catalyst class is: 7. (9) Product: [F:19][C:9]1[C:10]([C:13]([O:15][CH2:16][CH3:17])=[O:14])=[N:11][O:12][C:8]=1[C:5]1[CH:4]=[CH:3][C:2]([F:1])=[CH:7][CH:6]=1. The catalyst class is: 6. Reactant: [F:1][C:2]1[CH:7]=[CH:6][C:5]([C:8]2[O:12][N:11]=[C:10]([C:13]([O:15][CH2:16][CH3:17])=[O:14])[CH:9]=2)=[CH:4][CH:3]=1.[B-](F)(F)(F)[F:19].[B-](F)(F)(F)F.C1[N+]2(CCl)CC[N+](F)(CC2)C1.C1S(=O)(=O)CCC1. (10) Reactant: C(=O)(OC(C)(C)C)[O:2][CH2:3][CH2:4][CH:5]1[CH2:10][O:9][C:8]2[CH:11]=[C:12]([Br:15])[CH:13]=[N:14][C:7]=2[NH:6]1.[OH-].[Na+]. Product: [Br:15][C:12]1[CH:13]=[N:14][C:7]2[NH:6][CH:5]([CH2:4][CH2:3][OH:2])[CH2:10][O:9][C:8]=2[CH:11]=1. The catalyst class is: 5.